From a dataset of Catalyst prediction with 721,799 reactions and 888 catalyst types from USPTO. Predict which catalyst facilitates the given reaction. (1) Reactant: [F:1][C:2]1[CH:3]=[CH:4][C:5]([O:27][CH3:28])=[C:6]([C:8]2[CH:13]=[CH:12][N:11]=[C:10]3[N:14]([S:18]([C:21]4[CH:26]=[CH:25][CH:24]=[CH:23][CH:22]=4)(=[O:20])=[O:19])[CH:15]=[C:16]([CH3:17])[C:9]=23)[CH:7]=1.C([N-]C(C)C)(C)C.[Li+].[I:37]I. Product: [F:1][C:2]1[CH:3]=[CH:4][C:5]([O:27][CH3:28])=[C:6]([C:8]2[CH:13]=[CH:12][N:11]=[C:10]3[N:14]([S:18]([C:21]4[CH:26]=[CH:25][CH:24]=[CH:23][CH:22]=4)(=[O:20])=[O:19])[C:15]([I:37])=[C:16]([CH3:17])[C:9]=23)[CH:7]=1. The catalyst class is: 7. (2) Reactant: Br[C:2]1[C:10]2[NH:9][C@H:8]3[CH2:11][CH2:12][N:13]([C:15]([O:17][CH2:18][CH3:19])=[O:16])[CH2:14][C@H:7]3[C:6]=2[CH:5]=[CH:4][CH:3]=1.Cl[CH2:21][C:22]([NH2:24])=[O:23].[I-].[K+].C(N(C(C)C)CC)(C)C.CNC(=O)CCl.C(=O)([O-])[O-].[K+].[K+].CNCCNC. Product: [O:23]=[C:22]1[CH2:21][N:9]2[C@H:8]3[CH2:11][CH2:12][N:13]([C:15]([O:17][CH2:18][CH3:19])=[O:16])[CH2:14][C@H:7]3[C:6]3[C:10]2=[C:2]([CH:3]=[CH:4][CH:5]=3)[NH:24]1. The catalyst class is: 246. (3) Reactant: [CH3:1][C@H:2]1[CH2:11][C@@H:10]([NH:12][C:13]2[CH:18]=[CH:17][CH:16]=[CH:15][CH:14]=2)[C:9]2[C:4](=[CH:5][CH:6]=[CH:7][CH:8]=2)[NH:3]1.Cl.[N:20]1[CH:25]=[CH:24][CH:23]=[CH:22][C:21]=1[C:26](Cl)=[O:27]. Product: [CH3:1][C@H:2]1[CH2:11][C@@H:10]([NH:12][C:13]2[CH:18]=[CH:17][CH:16]=[CH:15][CH:14]=2)[C:9]2[C:4](=[CH:5][CH:6]=[CH:7][CH:8]=2)[N:3]1[C:26]([C:21]1[CH:22]=[CH:23][CH:24]=[CH:25][N:20]=1)=[O:27]. The catalyst class is: 300. (4) Reactant: [H-].[Na+].[C:3]1([OH:9])[CH:8]=[CH:7][CH:6]=[CH:5][CH:4]=1.[CH3:10][N:11]([CH3:31])[S:12]([N:15]1[CH:19]=[C:18]([CH2:20][N:21]([C:24]2[CH:29]=[CH:28][N:27]=[C:26](Cl)[N:25]=2)[CH2:22][CH3:23])[N:17]=[CH:16]1)(=[O:14])=[O:13]. The catalyst class is: 9. Product: [CH3:10][N:11]([CH3:31])[S:12]([N:15]1[CH:19]=[C:18]([CH2:20][N:21]([CH2:22][CH3:23])[C:24]2[CH:29]=[CH:28][N:27]=[C:26]([O:9][C:3]3[CH:8]=[CH:7][CH:6]=[CH:5][CH:4]=3)[N:25]=2)[N:17]=[CH:16]1)(=[O:13])=[O:14]. (5) Product: [NH2:23]/[C:4](/[CH2:3][C:2]([F:18])([F:17])[F:1])=[CH:5]/[C:6]([O:8][CH2:9][C:10]1[CH:15]=[CH:14][CH:13]=[CH:12][CH:11]=1)=[O:7]. The catalyst class is: 8. Reactant: [F:1][C:2]([F:18])([F:17])[CH2:3][C:4](=O)[CH2:5][C:6]([O:8][CH2:9][C:10]1[CH:15]=[CH:14][CH:13]=[CH:12][CH:11]=1)=[O:7].C([O-])(=O)C.[NH4+:23].